This data is from Forward reaction prediction with 1.9M reactions from USPTO patents (1976-2016). The task is: Predict the product of the given reaction. (1) Given the reactants CCN=C=NCCCN(C)C.Cl.[CH3:13][NH:14][CH2:15][C:16]1[S:24][C:23]2[CH:22]=[CH:21][N:20]=[CH:19][C:18]=2[CH:17]=1.[NH2:25][C:26]1[N:31]=[CH:30][C:29]([CH:32]=[CH:33][C:34]([OH:36])=O)=[CH:28][CH:27]=1.C1C=CC2N(O)N=NC=2C=1.C(N(CC)CC)C, predict the reaction product. The product is: [NH2:25][C:26]1[N:31]=[CH:30][C:29](/[CH:32]=[CH:33]/[C:34]([N:14]([CH3:13])[CH2:15][C:16]2[S:24][C:23]3[CH:22]=[CH:21][N:20]=[CH:19][C:18]=3[CH:17]=2)=[O:36])=[CH:28][CH:27]=1. (2) Given the reactants C(OC([N:8]1[CH2:13][CH2:12][C:11]2[C:14]3[CH:20]=[CH:19][C:18]([S:21]([C:24]4[CH:29]=[CH:28][CH:27]=[C:26]([F:30])[CH:25]=4)(=[O:23])=[O:22])=[CH:17][C:15]=3[O:16][C:10]=2[C:9]1([CH3:32])[CH3:31])=O)(C)(C)C.O1CCOCC1, predict the reaction product. The product is: [F:30][C:26]1[CH:25]=[C:24]([S:21]([C:18]2[CH:19]=[CH:20][C:14]3[C:11]4[CH2:12][CH2:13][NH:8][C:9]([CH3:32])([CH3:31])[C:10]=4[O:16][C:15]=3[CH:17]=2)(=[O:22])=[O:23])[CH:29]=[CH:28][CH:27]=1. (3) Given the reactants [CH3:1][O:2][C:3]1[CH:19]=[CH:18][C:6]([CH2:7][N:8]2[CH:12]=[C:11]([CH2:13][CH2:14][CH2:15][CH:16]=O)[N:10]=[N:9]2)=[CH:5][CH:4]=1.[NH2:20][CH:21]1[CH2:26][CH2:25][N:24]([C:27](=[O:47])/[CH:28]=[CH:29]/[C:30]2[CH:35]=[CH:34][C:33]([C:36]([F:39])([F:38])[F:37])=[CH:32][C:31]=2[CH2:40][N:41]2[N:45]=[N:44][C:43]([CH3:46])=[N:42]2)[CH2:23][CH2:22]1.C(O[BH-](OC(=O)C)OC(=O)C)(=O)C.[Na+], predict the reaction product. The product is: [CH3:1][O:2][C:3]1[CH:19]=[CH:18][C:6]([CH2:7][N:8]2[CH:12]=[C:11]([CH2:13][CH2:14][CH2:15][CH2:16][NH:20][CH:21]3[CH2:22][CH2:23][N:24]([C:27](=[O:47])/[CH:28]=[CH:29]/[C:30]4[CH:35]=[CH:34][C:33]([C:36]([F:38])([F:39])[F:37])=[CH:32][C:31]=4[CH2:40][N:41]4[N:45]=[N:44][C:43]([CH3:46])=[N:42]4)[CH2:25][CH2:26]3)[N:10]=[N:9]2)=[CH:5][CH:4]=1.